This data is from Forward reaction prediction with 1.9M reactions from USPTO patents (1976-2016). The task is: Predict the product of the given reaction. (1) Given the reactants [Cl:1][C:2]1[CH:7]=[CH:6][C:5]([NH:8][CH2:9][C:10]2[CH:15]=[CH:14][CH:13]=[CH:12][CH:11]=2)=[CH:4][C:3]=1[C:16]([NH:18][C:19]1[CH:24]=[CH:23][C:22]([CH2:25][C:26]([O:28]CC)=[O:27])=[CH:21][CH:20]=1)=[O:17].O, predict the reaction product. The product is: [Cl:1][C:2]1[CH:7]=[CH:6][C:5]([NH:8][CH2:9][C:10]2[CH:11]=[CH:12][CH:13]=[CH:14][CH:15]=2)=[CH:4][C:3]=1[C:16]([NH:18][C:19]1[CH:20]=[CH:21][C:22]([CH2:25][C:26]([OH:28])=[O:27])=[CH:23][CH:24]=1)=[O:17]. (2) Given the reactants C1(S([N:10]2[C:18]3[C:13](=[CH:14][C:15]([C:19]4[N:20]=[C:21]([C:25]5[CH:30]=[CH:29][N:28]=[CH:27][CH:26]=5)[S:22][C:23]=4[CH3:24])=[CH:16][CH:17]=3)[CH:12]=[C:11]2[C:31]2[C:36]([F:37])=[CH:35][CH:34]=[CH:33][C:32]=2[F:38])(=O)=O)C=CC=CC=1.C([O-])([O-])=O.[Cs+].[Cs+], predict the reaction product. The product is: [F:37][C:36]1[CH:35]=[CH:34][CH:33]=[C:32]([F:38])[C:31]=1[C:11]1[NH:10][C:18]2[C:13]([CH:12]=1)=[CH:14][C:15]([C:19]1[N:20]=[C:21]([C:25]3[CH:26]=[CH:27][N:28]=[CH:29][CH:30]=3)[S:22][C:23]=1[CH3:24])=[CH:16][CH:17]=2. (3) Given the reactants [Cl:1][C:2]1[C:3]([N:9]2[C:13]([C:14](O)=[O:15])=[CH:12][C:11]([O:17][CH2:18][C:19]#[CH:20])=[N:10]2)=[N:4][CH:5]=[C:6]([Cl:8])[CH:7]=1.C(Cl)(=O)C([Cl:24])=O, predict the reaction product. The product is: [Cl:1][C:2]1[C:3]([N:9]2[C:13]([C:14]([Cl:24])=[O:15])=[CH:12][C:11]([O:17][CH2:18][C:19]#[CH:20])=[N:10]2)=[N:4][CH:5]=[C:6]([Cl:8])[CH:7]=1. (4) Given the reactants [CH3:1][N:2]1[CH:6]=[C:5]([C:7]2[CH:12]=[CH:11][CH:10]=[C:9](B3OC(C)(C)C(C)(C)O3)[CH:8]=2)[CH:4]=[N:3]1.[Br:22][C:23]1[CH:24]=[N:25][C:26](I)=[N:27][CH:28]=1.C(=O)([O-])[O-].[K+].[K+], predict the reaction product. The product is: [Br:22][C:23]1[CH:24]=[N:25][C:26]([C:9]2[CH:10]=[CH:11][CH:12]=[C:7]([C:5]3[CH:4]=[N:3][N:2]([CH3:1])[CH:6]=3)[CH:8]=2)=[N:27][CH:28]=1.